This data is from Reaction yield outcomes from USPTO patents with 853,638 reactions. The task is: Predict the reaction yield, written as a fraction of the theoretical maximum amount of product (1.0 means a 100% yield; for example, 0.34 means a 34% yield). (1) The reactants are [OH:1][C:2]1[CH:11]=[C:10]2[C:5]([C:6]([O:12][C:13]3[C:14]([CH3:23])=[N:15][C:16]4[C:21]([CH:22]=3)=[CH:20][CH:19]=[CH:18][N:17]=4)=[CH:7][CH:8]=[N:9]2)=[CH:4][C:3]=1[O:24][CH3:25].C(=O)([O-])[O-].[K+].[K+].Br[CH2:33][CH2:34]Cl.[NH:36]1[CH2:41][CH2:40][O:39][CH2:38][CH2:37]1. The catalyst is CN(C)C=O.O. The product is [CH3:25][O:24][C:3]1[CH:4]=[C:5]2[C:10](=[CH:11][C:2]=1[O:1][CH2:40][CH2:41][N:36]1[CH2:34][CH2:33][O:39][CH2:38][CH2:37]1)[N:9]=[CH:8][CH:7]=[C:6]2[O:12][C:13]1[C:14]([CH3:23])=[N:15][C:16]2[C:21]([CH:22]=1)=[CH:20][CH:19]=[CH:18][N:17]=2. The yield is 0.120. (2) The reactants are Cl.[F:2][C:3]1[CH:4]=[C:5]([N:16]2[C:20]([CH3:22])([CH3:21])[C:19](=[O:23])[N:18]([C:24]3[CH:31]=[CH:30][C:27]([C:28]#[N:29])=[C:26]([C:32]([F:35])([F:34])[F:33])[CH:25]=3)[C:17]2=[S:36])[CH:6]=[CH:7][C:8]=1[O:9][CH:10]1[CH:14]([OH:15])[CH2:13][NH:12][CH2:11]1.C(N(CC)CC)C.[C:44](Cl)(=[O:46])[CH3:45]. The catalyst is CN(C)C1C=CN=CC=1.ClCCl. The product is [C:44]([N:12]1[CH2:13][CH:14]([OH:15])[CH:10]([O:9][C:8]2[CH:7]=[CH:6][C:5]([N:16]3[C:20]([CH3:21])([CH3:22])[C:19](=[O:23])[N:18]([C:24]4[CH:31]=[CH:30][C:27]([C:28]#[N:29])=[C:26]([C:32]([F:35])([F:33])[F:34])[CH:25]=4)[C:17]3=[S:36])=[CH:4][C:3]=2[F:2])[CH2:11]1)(=[O:46])[CH3:45]. The yield is 0.188. (3) The reactants are [F:1][C:2]1[CH:7]=[CH:6][CH:5]=[CH:4][C:3]=1[N:8]1[C:16]2[C:11](=[C:12]([N:17]3[CH2:24][C@@H:23]4[C@@H:19]([CH2:20][NH:21][CH2:22]4)[C:18]3=[O:25])[CH:13]=[CH:14][CH:15]=2)[CH:10]=[N:9]1.[F:26][C:27]1([F:33])[CH2:29][CH:28]1[C:30](O)=[O:31].C(N=C=NCCCN(C)C)C.ON=C(C#N)C(OCC)=O. The catalyst is N1C=CC=CC=1. The product is [F:26][C:27]1([F:33])[CH2:29][CH:28]1[C:30]([N:21]1[CH2:22][C@@H:23]2[CH2:24][N:17]([C:12]3[CH:13]=[CH:14][CH:15]=[C:16]4[C:11]=3[CH:10]=[N:9][N:8]4[C:3]3[CH:4]=[CH:5][CH:6]=[CH:7][C:2]=3[F:1])[C:18](=[O:25])[C@@H:19]2[CH2:20]1)=[O:31]. The yield is 0.710. (4) The product is [NH2:28][C:29]1[C:30]([C:39]([NH2:40])=[O:41])=[N:31][S:32][C:33]=1[C:34]([N:16]([CH2:10][C:11]1[O:15][CH:14]=[CH:13][CH:12]=1)[CH:6]([C:5]1[CH:8]=[CH:9][C:2]([OH:1])=[CH:3][CH:4]=1)[C:25]([NH:24][CH2:23][C:22]1[CH:26]=[CH:27][C:19]([O:18][CH3:17])=[CH:20][CH:21]=1)=[O:43])=[O:35]. No catalyst specified. The yield is 0.540. The reactants are [OH:1][C:2]1[CH:9]=[CH:8][C:5]([CH:6]=O)=[CH:4][CH:3]=1.[CH2:10]([NH2:16])[C:11]1[O:15][CH:14]=[CH:13][CH:12]=1.[CH3:17][O:18][C:19]1[CH:27]=[CH:26][C:22]([CH2:23][N+:24]#[C-:25])=[CH:21][CH:20]=1.[NH2:28][C:29]1[C:30]([C:39](=[O:41])[NH2:40])=[N:31][S:32][C:33]=1[C:34](OCC)=[O:35].C[OH:43]. (5) The reactants are [Br:1][C:2]1[C:3]([Cl:9])=[N:4][C:5]([CH3:8])=[CH:6][CH:7]=1.C1C=C(Cl)C=C(C(OO)=[O:18])C=1. The catalyst is C(Cl)(Cl)Cl. The product is [Br:1][C:2]1[C:3]([Cl:9])=[N+:4]([O-:18])[C:5]([CH3:8])=[CH:6][CH:7]=1. The yield is 0.870. (6) The product is [OH:19][C:18]1[CH:17]=[CH:16][N:15]=[CH:14][C:13]=1[NH:12][C:9]([C:7]1[S:8][C:4]([N+:1]([O-:3])=[O:2])=[CH:5][CH:6]=1)=[O:11]. The reactants are [N+:1]([C:4]1[S:8][C:7]([C:9]([OH:11])=O)=[CH:6][CH:5]=1)([O-:3])=[O:2].[NH2:12][C:13]1[CH:14]=[N:15][CH:16]=[CH:17][C:18]=1[OH:19].C([O-])([O-])=O.[Na+].[Na+]. The catalyst is O=S(Cl)Cl.N1C=CC=CC=1.O. The yield is 0.920.